From a dataset of Reaction yield outcomes from USPTO patents with 853,638 reactions. Predict the reaction yield, written as a fraction of the theoretical maximum amount of product (1.0 means a 100% yield; for example, 0.34 means a 34% yield). The reactants are [Cl:1][C:2]1[CH:7]=[CH:6][CH:5]=[CH:4][C:3]=1[CH:8]1[CH2:19][C:18]2[N:17]([CH2:20][CH2:21][CH2:22][O:23][CH3:24])[C:16]([CH:25]=[O:26])=[CH:15][C:14]=2[CH:13]2[CH:9]1[C:10](=[O:28])[NH:11][C:12]2=[O:27]. The catalyst is O1CCOCC1.O=[Mn]=O. The product is [Cl:1][C:2]1[CH:7]=[CH:6][CH:5]=[CH:4][C:3]=1[C:8]1[CH:19]=[C:18]2[C:14]([CH:15]=[C:16]([CH:25]=[O:26])[N:17]2[CH2:20][CH2:21][CH2:22][O:23][CH3:24])=[C:13]2[C:9]=1[C:10](=[O:28])[NH:11][C:12]2=[O:27]. The yield is 0.250.